Dataset: Forward reaction prediction with 1.9M reactions from USPTO patents (1976-2016). Task: Predict the product of the given reaction. Given the reactants [CH3:1][C:2]1[CH:7]=[C:6]([CH3:8])[CH:5]=[CH:4][C:3]=1[NH:9][CH2:10][C@@H:11]([NH2:14])[CH2:12][CH3:13].[NH2:15][C:16]1[CH:21]=[C:20]([Cl:22])[CH:19]=[C:18]([Cl:23])[C:17]=1[S:24](Cl)(=[O:26])=[O:25].C(N(CC)CC)C, predict the reaction product. The product is: [NH2:15][C:16]1[CH:21]=[C:20]([Cl:22])[CH:19]=[C:18]([Cl:23])[C:17]=1[S:24]([NH:14][C@H:11]([CH2:10][NH:9][C:3]1[CH:4]=[CH:5][C:6]([CH3:8])=[CH:7][C:2]=1[CH3:1])[CH2:12][CH3:13])(=[O:26])=[O:25].